From a dataset of Catalyst prediction with 721,799 reactions and 888 catalyst types from USPTO. Predict which catalyst facilitates the given reaction. (1) Reactant: [Cl:1][C:2]1[CH:30]=[CH:29][C:5]([CH2:6][NH:7][C:8]([C:10]2[CH:11]=[N:12][C:13]3[C:18]([C:19]=2[OH:20])=[CH:17][C:16]([CH2:21][N:22]2[CH2:27][CH2:26][O:25][CH2:24][CH2:23]2)=[CH:15][C:14]=3[F:28])=[O:9])=[CH:4][CH:3]=1.CN(C)C=O.C(=O)([O-])[O-].[K+].[K+].Br[CH2:43][C:44]([O:46][CH3:47])=[O:45]. Product: [Cl:1][C:2]1[CH:30]=[CH:29][C:5]([CH2:6][NH:7][C:8]([C:10]2[C:19](=[O:20])[C:18]3[C:13](=[C:14]([F:28])[CH:15]=[C:16]([CH2:21][N:22]4[CH2:27][CH2:26][O:25][CH2:24][CH2:23]4)[CH:17]=3)[N:12]([CH2:43][C:44]([O:46][CH3:47])=[O:45])[CH:11]=2)=[O:9])=[CH:4][CH:3]=1. The catalyst class is: 6. (2) Reactant: [CH:1]1([NH:7][C:8]2[CH:17]=[C:16]3[C:11]([C:12](=[O:33])[N:13]([CH2:24][CH2:25][NH:26][CH2:27][C:28]([O:30][CH2:31][CH3:32])=[O:29])[C:14](=[O:23])[N:15]3[CH:18]3[CH2:22][CH2:21][CH2:20][CH2:19]3)=[CH:10][C:9]=2[F:34])[CH2:6][CH2:5][CH2:4][CH2:3][CH2:2]1.[C:35](OC(=O)C)(=[O:37])[CH3:36].Cl. Product: [C:35]([N:26]([CH2:27][C:28]([O:30][CH2:31][CH3:32])=[O:29])[CH2:25][CH2:24][N:13]1[C:12](=[O:33])[C:11]2[C:16](=[CH:17][C:8]([NH:7][CH:1]3[CH2:6][CH2:5][CH2:4][CH2:3][CH2:2]3)=[C:9]([F:34])[CH:10]=2)[N:15]([CH:18]2[CH2:22][CH2:21][CH2:20][CH2:19]2)[C:14]1=[O:23])(=[O:37])[CH3:36]. The catalyst class is: 17. (3) Reactant: [N+:1]([C:4]1[CH:8]=[CH:7][NH:6][N:5]=1)([O-:3])=[O:2].[N+:9]([O-])([OH:11])=[O:10].C(OC(=O)C)(=O)C. Product: [N+:9]([N:6]1[CH:7]=[CH:8][C:4]([N+:1]([O-:3])=[O:2])=[N:5]1)([O-:11])=[O:10]. The catalyst class is: 15. (4) Product: [CH2:12]([O:11][C:9]([C:7]1[CH:8]=[C:4]([CH2:1][CH2:2][CH3:3])[N:5]([CH2:33][C:30]2[CH:31]=[CH:32][C:27]([C:22]3[CH:23]=[CH:24][CH:25]=[CH:26][C:21]=3[C:19]([O:18][C:14]([CH3:16])([CH3:15])[CH3:17])=[O:20])=[CH:28][C:29]=2[F:35])[N:6]=1)=[O:10])[CH3:13]. The catalyst class is: 31. Reactant: [CH2:1]([C:4]1[CH:8]=[C:7]([C:9]([O:11][CH2:12][CH3:13])=[O:10])[NH:6][N:5]=1)[CH2:2][CH3:3].[C:14]([O:18][C:19]([C:21]1[C:22]([C:27]2[CH:32]=[CH:31][C:30]([CH2:33]Br)=[C:29]([F:35])[CH:28]=2)=[CH:23][CH:24]=[CH:25][CH:26]=1)=[O:20])([CH3:17])([CH3:16])[CH3:15].C(=O)([O-])[O-].[K+].[K+]. (5) Reactant: C[Si](C)(C)[N-][Si](C)(C)C.[Li+].[F:11][CH:12]1[C:21](=[O:22])[C:20]2[CH:19]=[C:18]([C:23]([O:25][CH3:26])=[O:24])[CH:17]=[CH:16][C:15]=2[CH2:14][CH2:13]1.C1COCC1.[C:32](Cl)(=[O:36])[O:33][CH2:34][CH3:35]. The catalyst class is: 775. Product: [CH2:34]([O:33][C:32]([O:22][C:21]1[C:20]2[CH:19]=[C:18]([C:23]([O:25][CH3:26])=[O:24])[CH:17]=[CH:16][C:15]=2[CH2:14][CH2:13][C:12]=1[F:11])=[O:36])[CH3:35]. (6) Reactant: [Cl:1][C:2]1[CH:3]=[C:4]2[C:10]([C:11]3[N:16]=[C:15]([S:17][CH3:18])[C:14]([F:19])=[CH:13][N:12]=3)=[N:9][N:8]([C:20]([C:33]3[CH:38]=[CH:37][CH:36]=[CH:35][CH:34]=3)([C:27]3[CH:32]=[CH:31][CH:30]=[CH:29][CH:28]=3)[C:21]3[CH:26]=[CH:25][CH:24]=[CH:23][CH:22]=3)[C:5]2=[N:6][CH:7]=1.C1C=C(Cl)C=C(C(OO)=[O:47])C=1. Product: [Cl:1][C:2]1[CH:3]=[C:4]2[C:10]([C:11]3[N:16]=[C:15]([S:17]([CH3:18])=[O:47])[C:14]([F:19])=[CH:13][N:12]=3)=[N:9][N:8]([C:20]([C:21]3[CH:26]=[CH:25][CH:24]=[CH:23][CH:22]=3)([C:33]3[CH:38]=[CH:37][CH:36]=[CH:35][CH:34]=3)[C:27]3[CH:28]=[CH:29][CH:30]=[CH:31][CH:32]=3)[C:5]2=[N:6][CH:7]=1. The catalyst class is: 2. (7) Reactant: Cl.[F:2][C:3]1[CH:8]=[CH:7][C:6]([CH:9]([C:17]2[CH:22]=[CH:21][C:20]([F:23])=[CH:19][CH:18]=2)[CH:10]2[C:15](=[O:16])[CH2:14][CH2:13][NH:12][CH2:11]2)=[CH:5][CH:4]=1.C(NCC)(C)C.[CH3:30][O:31][C:32]1[CH:39]=[CH:38][CH:37]=[C:36]([O:40][CH3:41])[C:33]=1[CH2:34]O. Product: [F:2][C:3]1[CH:8]=[CH:7][C:6]([CH:9]([C:17]2[CH:18]=[CH:19][C:20]([F:23])=[CH:21][CH:22]=2)[CH:10]2[C:15](=[O:16])[CH2:14][CH2:13][N:12]([CH2:34][C:33]3[C:36]([O:40][CH3:41])=[CH:37][CH:38]=[CH:39][C:32]=3[O:31][CH3:30])[CH2:11]2)=[CH:5][CH:4]=1. The catalyst class is: 4.